Task: Predict the reaction yield, written as a fraction of the theoretical maximum amount of product (1.0 means a 100% yield; for example, 0.34 means a 34% yield).. Dataset: Reaction yield outcomes from USPTO patents with 853,638 reactions (1) The reactants are [C:1]([O:5][C:6](=[O:17])[NH:7][C@H:8]([C:11]1[CH:16]=[CH:15][CH:14]=[CH:13][CH:12]=1)[CH2:9][NH2:10])([CH3:4])([CH3:3])[CH3:2].[O:18]1[CH2:23][CH2:22][C:21](=O)[CH2:20][CH2:19]1.[BH-](OC(C)=O)(OC(C)=O)OC(C)=O.[Na+]. The catalyst is C(Cl)Cl. The product is [C:1]([O:5][C:6](=[O:17])[NH:7][C@H:8]([C:11]1[CH:12]=[CH:13][CH:14]=[CH:15][CH:16]=1)[CH2:9][NH:10][CH:21]1[CH2:22][CH2:23][O:18][CH2:19][CH2:20]1)([CH3:4])([CH3:2])[CH3:3]. The yield is 0.910. (2) The reactants are [CH3:1][O:2][C:3]1[CH:4]=[CH:5][C:6]2[O:11][CH2:10][C:9](=[O:12])[N:8]([CH2:13][CH2:14][CH2:15][CH:16]3[CH2:21][CH2:20][NH:19][CH2:18][CH:17]3[C:22]([O:24][CH3:25])=[O:23])[C:7]=2[CH:26]=1.C([O-])([O-])=O.[K+].[K+].Cl[CH2:34]/[CH:35]=[CH:36]/[C:37]1[CH:42]=[C:41]([F:43])[CH:40]=[CH:39][C:38]=1[F:44].CO. The catalyst is C(O)C.ClCCl. The product is [F:44][C:38]1[CH:39]=[CH:40][C:41]([F:43])=[CH:42][C:37]=1/[CH:36]=[CH:35]/[CH2:34][N:19]1[CH2:20][CH2:21][C@H:16]([CH2:15][CH2:14][CH2:13][N:8]2[C:7]3[CH:26]=[C:3]([O:2][CH3:1])[CH:4]=[CH:5][C:6]=3[O:11][CH2:10][C:9]2=[O:12])[C@H:17]([C:22]([O:24][CH3:25])=[O:23])[CH2:18]1. The yield is 0.560. (3) The reactants are C([O:3][C:4]([C:6]1[O:10][C:9]([C:11]2[CH:16]=[CH:15][C:14]([Br:17])=[CH:13][CH:12]=2)=[N:8][C:7]=1[CH:18]([CH3:20])[CH3:19])=O)C.[H-].[H-].[H-].[H-].[Li+].[Al+3]. The catalyst is C1COCC1. The product is [Br:17][C:14]1[CH:13]=[CH:12][C:11]([C:9]2[O:10][C:6]([CH2:4][OH:3])=[C:7]([CH:18]([CH3:20])[CH3:19])[N:8]=2)=[CH:16][CH:15]=1. The yield is 0.990. (4) The reactants are C([N:8]1[CH2:13][CH2:12][C:11](=[CH:14][CH2:15][CH2:16][CH3:17])[CH2:10][CH2:9]1)C1C=CC=CC=1.Cl.CCCCCCC.CCOC(C)=O. The catalyst is [Pd].C(O)C. The product is [CH2:14]([CH:11]1[CH2:12][CH2:13][NH:8][CH2:9][CH2:10]1)[CH2:15][CH2:16][CH3:17]. The yield is 0.330. (5) The reactants are I[C:2]1[C:3]2[S:11][CH:10]=[C:9]([C:12]3[CH:13]=[C:14]4[C:18](=[CH:19][CH:20]=3)[N:17]([C:21](=[O:29])[CH2:22][C:23]3[CH:28]=[CH:27][CH:26]=[CH:25][CH:24]=3)[CH2:16][CH2:15]4)[C:4]=2[C:5]([NH2:8])=[N:6][CH:7]=1.[CH3:30][N:31]1[CH:35]=[C:34](B2OC(C)(C)C(C)(C)O2)[CH:33]=[N:32]1.C(=O)(O)[O-].[Na+].CO. The catalyst is O1CCOCC1.CCOC(C)=O.C1C=CC(P(C2C=CC=CC=2)[C-]2C=CC=C2)=CC=1.C1C=CC(P(C2C=CC=CC=2)[C-]2C=CC=C2)=CC=1.Cl[Pd]Cl.[Fe+2].C(Cl)Cl. The product is [CH3:30][N:31]1[CH:35]=[C:34]([C:2]2[C:3]3[S:11][CH:10]=[C:9]([C:12]4[CH:13]=[C:14]5[C:18](=[CH:19][CH:20]=4)[N:17]([C:21](=[O:29])[CH2:22][C:23]4[CH:28]=[CH:27][CH:26]=[CH:25][CH:24]=4)[CH2:16][CH2:15]5)[C:4]=3[C:5]([NH2:8])=[N:6][CH:7]=2)[CH:33]=[N:32]1. The yield is 0.706.